This data is from Catalyst prediction with 721,799 reactions and 888 catalyst types from USPTO. The task is: Predict which catalyst facilitates the given reaction. (1) Reactant: [CH:1]1([NH:7][C:8](=[O:39])[N:9]([CH2:18][CH2:19][O:20][C@@H:21]2[CH2:26][CH2:25][CH2:24][C@H:23]([CH2:27][CH2:28][CH:29]([CH2:37][CH3:38])[C:30]([O:32]C(C)(C)C)=[O:31])[CH2:22]2)[CH2:10][C:11]2[CH:16]=[CH:15][C:14]([CH3:17])=[CH:13][CH:12]=2)[CH2:6][CH2:5][CH2:4][CH2:3][CH2:2]1.FC(F)(F)C(O)=O.C1(C)C=CC=CC=1. Product: [CH:1]1([NH:7][C:8](=[O:39])[N:9]([CH2:18][CH2:19][O:20][C@@H:21]2[CH2:26][CH2:25][CH2:24][C@H:23]([CH2:27][CH2:28][CH:29]([CH2:37][CH3:38])[C:30]([OH:32])=[O:31])[CH2:22]2)[CH2:10][C:11]2[CH:16]=[CH:15][C:14]([CH3:17])=[CH:13][CH:12]=2)[CH2:2][CH2:3][CH2:4][CH2:5][CH2:6]1. The catalyst class is: 4. (2) Reactant: NN.C(O)COCCO.[C:10]([C:13]1[O:14][C:15]2[CH:21]=[C:20]([O:22][CH3:23])[CH:19]=[CH:18][C:16]=2[CH:17]=1)(=O)[CH3:11].[OH-].[K+]. Product: [CH2:10]([C:13]1[O:14][C:15]2[CH:21]=[C:20]([O:22][CH3:23])[CH:19]=[CH:18][C:16]=2[CH:17]=1)[CH3:11]. The catalyst class is: 6. (3) Reactant: N#N.[CH3:3][C:4]1([C:9]2[CH:10]=[C:11]([CH2:14][N:15]3[CH:19]=[C:18]([N+:20]([O-])=O)[CH:17]=[N:16]3)[S:12][CH:13]=2)[O:8][CH2:7][CH2:6][O:5]1.[NH4+].[Cl-]. Product: [CH3:3][C:4]1([C:9]2[CH:10]=[C:11]([CH2:14][N:15]3[CH:19]=[C:18]([NH2:20])[CH:17]=[N:16]3)[S:12][CH:13]=2)[O:8][CH2:7][CH2:6][O:5]1. The catalyst class is: 314. (4) Reactant: Cl.O(C([NH:9][CH2:10][CH2:11][CH2:12][O:13][C:14]1[C:15]([C:24]([NH:26][C:27]2[CH:32]=[CH:31][C:30]([Cl:33])=[CH:29][CH:28]=2)=[O:25])=[CH:16][C:17]2[C:22]([CH:23]=1)=[CH:21][CH:20]=[CH:19][CH:18]=2)=O)C(C)(C)C. Product: [ClH:33].[NH2:9][CH2:10][CH2:11][CH2:12][O:13][C:14]1[C:15]([C:24]([NH:26][C:27]2[CH:28]=[CH:29][C:30]([Cl:33])=[CH:31][CH:32]=2)=[O:25])=[CH:16][C:17]2[C:22]([CH:23]=1)=[CH:21][CH:20]=[CH:19][CH:18]=2. The catalyst class is: 1. (5) Reactant: [OH:1][C:2]1[N:7]=[C:6]([SH:8])[N:5]=[C:4]2[NH:9][N:10]=[C:11]([CH3:12])[C:3]=12.[OH-].[Na+].[CH3:15]I. Product: [OH:1][C:2]1[N:7]=[C:6]([S:8][CH3:15])[N:5]=[C:4]2[NH:9][N:10]=[C:11]([CH3:12])[C:3]=12. The catalyst class is: 6. (6) Reactant: Br[C:2]1[CH:3]=[C:4]([C@H:8]([NH:13]C(=O)OC(C)(C)C)[CH2:9][O:10][CH2:11][CH3:12])[CH:5]=[CH:6][CH:7]=1.CC1(C)C(C)(C)OB([C:29]2[CH:30]=[C:31]([CH:45]=[CH:46][CH:47]=2)[CH2:32][O:33][C:34]2[CH:39]=[CH:38][CH:37]=[CH:36][C:35]=2[CH2:40][C:41]([O:43]C)=[O:42])O1. Product: [NH2:13][C@@H:8]([C:4]1[CH:3]=[C:2]([C:29]2[CH:47]=[CH:46][CH:45]=[C:31]([CH2:32][O:33][C:34]3[CH:39]=[CH:38][CH:37]=[CH:36][C:35]=3[CH2:40][C:41]([OH:43])=[O:42])[CH:30]=2)[CH:7]=[CH:6][CH:5]=1)[CH2:9][O:10][CH2:11][CH3:12]. The catalyst class is: 3. (7) Reactant: [CH3:1][C:2]1([CH3:19])[C:11]2[C:6](=[CH:7][CH:8]=[CH:9][CH:10]=2)[N:5]([C:12]2[CH:17]=[CH:16][CH:15]=[CH:14][C:13]=2[NH2:18])[CH2:4][CH2:3]1.[C:20]([N:28]=[C:29]=[S:30])(=[O:27])[C:21]1[CH:26]=[CH:25][CH:24]=[CH:23][CH:22]=1. Product: [C:20]([NH:28][C:29]([NH:18][C:13]1[CH:14]=[CH:15][CH:16]=[CH:17][C:12]=1[N:5]1[C:6]2[C:11](=[CH:10][CH:9]=[CH:8][CH:7]=2)[C:2]([CH3:19])([CH3:1])[CH2:3][CH2:4]1)=[S:30])(=[O:27])[C:21]1[CH:26]=[CH:25][CH:24]=[CH:23][CH:22]=1. The catalyst class is: 2.